Dataset: Forward reaction prediction with 1.9M reactions from USPTO patents (1976-2016). Task: Predict the product of the given reaction. (1) Given the reactants Br[C:2]1[CH:3]=[C:4]([C:14]([NH:16][CH2:17][C:18]2[C:19](=[O:28])[NH:20][C:21]([CH3:27])=[CH:22][C:23]=2[CH2:24][CH2:25][CH3:26])=[O:15])[C:5]2[CH:6]=[N:7][N:8]([CH:11]([CH3:13])[CH3:12])[C:9]=2[CH:10]=1.[ClH:29].[CH3:30][N:31]([CH2:33][C:34]1[CH:39]=[CH:38][C:37](B2OC(C)(C)C(C)(C)O2)=[CH:36][CH:35]=1)[CH3:32].P([O-])([O-])([O-])=O.[K+].[K+].[K+].O1CCOCC1, predict the reaction product. The product is: [ClH:29].[CH3:30][N:31]([CH2:33][C:34]1[CH:39]=[CH:38][C:37]([C:2]2[CH:3]=[C:4]([C:14]([NH:16][CH2:17][C:18]3[C:19](=[O:28])[NH:20][C:21]([CH3:27])=[CH:22][C:23]=3[CH2:24][CH2:25][CH3:26])=[O:15])[C:5]3[CH:6]=[N:7][N:8]([CH:11]([CH3:13])[CH3:12])[C:9]=3[CH:10]=2)=[CH:36][CH:35]=1)[CH3:32]. (2) Given the reactants [CH2:1]([O:3][C:4](=[O:19])[CH:5]([C:14]([O:16]CC)=[O:15])[CH2:6][C:7]([O:9][C:10]([CH3:13])([CH3:12])[CH3:11])=[O:8])[CH3:2].[OH-].[K+], predict the reaction product. The product is: [C:10]([O:9][C:7](=[O:8])[CH2:6][CH:5]([C:4]([O:3][CH2:1][CH3:2])=[O:19])[C:14]([OH:16])=[O:15])([CH3:13])([CH3:12])[CH3:11]. (3) The product is: [CH3:9][O:8][C:6](=[O:7])[C:5]1[CH:4]=[CH:3][C:2]([O:1][CH2:17][CH2:16][CH2:15][N:14]([CH3:19])[CH3:13])=[CH:11][CH:10]=1. Given the reactants [OH:1][C:2]1[CH:11]=[CH:10][C:5]([C:6]([O:8][CH3:9])=[O:7])=[CH:4][CH:3]=1.Cl.[CH3:13][N:14]([CH3:19])[CH2:15][CH2:16][CH2:17]Cl.C(=O)([O-])[O-].[K+].[K+], predict the reaction product.